Dataset: Catalyst prediction with 721,799 reactions and 888 catalyst types from USPTO. Task: Predict which catalyst facilitates the given reaction. (1) Reactant: C[O:2][C:3](=[O:21])[C:4]1[CH:9]=[CH:8][CH:7]=[C:6]([O:10][C:11]2[CH:12]=[CH:13][C:14]3[CH2:18][O:17][B:16]([OH:19])[C:15]=3[CH:20]=2)[CH:5]=1.O.[Li+].[OH-]. Product: [OH:19][B:16]1[C:15]2[CH:20]=[C:11]([O:10][C:6]3[CH:5]=[C:4]([CH:9]=[CH:8][CH:7]=3)[C:3]([OH:21])=[O:2])[CH:12]=[CH:13][C:14]=2[CH2:18][O:17]1. The catalyst class is: 1. (2) Reactant: [NH2:1][C:2]1[CH:7]=[CH:6][C:5]([Br:8])=[CH:4][C:3]=1[C:9]([OH:12])([CH3:11])[CH3:10].[C:13](N1C=CN=C1)(N1C=CN=C1)=[O:14]. Product: [Br:8][C:5]1[CH:6]=[CH:7][C:2]2[NH:1][C:13](=[O:14])[O:12][C:9]([CH3:10])([CH3:11])[C:3]=2[CH:4]=1. The catalyst class is: 1. (3) Reactant: [Cl:1][C:2]1[CH:3]=[C:4]2[N:19](CC=C)[C:18]([O:23][C@H:24]3[CH2:29][CH2:28][C@H:27]([C:30]([O:32][CH2:33][CH3:34])=[O:31])[CH2:26][CH2:25]3)=[N:17][C:5]2=[N:6][C:7]=1[C:8]1[CH:13]=[CH:12][C:11]([F:14])=[C:10]([C:15]#[N:16])[CH:9]=1.C1([SiH3])C=CC=CC=1. Product: [Cl:1][C:2]1[CH:3]=[C:4]2[NH:19][C:18]([O:23][C@H:24]3[CH2:25][CH2:26][C@H:27]([C:30]([O:32][CH2:33][CH3:34])=[O:31])[CH2:28][CH2:29]3)=[N:17][C:5]2=[N:6][C:7]=1[C:8]1[CH:13]=[CH:12][C:11]([F:14])=[C:10]([C:15]#[N:16])[CH:9]=1. The catalyst class is: 16. (4) The catalyst class is: 25. Product: [C:27]([Si:24]([CH3:26])([CH3:25])[O:23][CH:20]1[CH2:19][CH2:18][CH:17]([C:14]2[CH:13]=[CH:12][C:11]([NH2:10])=[CH:16][CH:15]=2)[CH2:22][CH2:21]1)([CH3:30])([CH3:29])[CH3:28]. Reactant: C(OC(=O)[NH:10][C:11]1[CH:16]=[CH:15][C:14]([C:17]2[CH2:22][CH2:21][CH:20]([O:23][Si:24]([C:27]([CH3:30])([CH3:29])[CH3:28])([CH3:26])[CH3:25])[CH2:19][CH:18]=2)=[CH:13][CH:12]=1)C1C=CC=CC=1. (5) Reactant: [CH2:1]([C@@H:3]1[C@:8]([OH:10])([CH3:9])[C:7](=[O:11])[CH2:6][C@@H:5]([C:12]2[CH:17]=[CH:16][N:15]=[CH:14][C:13]=2[N+:18]([O-:20])=[O:19])[O:4]1)[CH3:2].[BH4-].[Na+]. Product: [CH2:1]([C@@H:3]1[C@@:8]([CH3:9])([OH:10])[C@H:7]([OH:11])[CH2:6][C@H:5]([C:12]2[CH:17]=[CH:16][N:15]=[CH:14][C:13]=2[N+:18]([O-:20])=[O:19])[O:4]1)[CH3:2]. The catalyst class is: 14. (6) Reactant: F[C:2]1[N:7]2[CH:8]=[C:9]([CH2:11][N:12]3[C@H:25]4[C@H:16]([CH2:17][CH2:18][C:19]5[C:24]4=[N:23][CH:22]=[CH:21][CH:20]=5)[CH2:15][CH2:14][CH2:13]3)[N:10]=[C:6]2[CH:5]=[CH:4][CH:3]=1.[CH3:26][NH:27][CH:28]1[CH2:33][CH2:32][N:31]([CH3:34])[CH2:30][CH2:29]1. Product: [N:12]1([CH2:11][C:9]2[N:10]=[C:6]3[CH:5]=[CH:4][CH:3]=[C:2]([N:27]([CH3:26])[CH:28]4[CH2:33][CH2:32][N:31]([CH3:34])[CH2:30][CH2:29]4)[N:7]3[CH:8]=2)[C@H:25]2[C@H:16]([CH2:17][CH2:18][C:19]3[C:24]2=[N:23][CH:22]=[CH:21][CH:20]=3)[CH2:15][CH2:14][CH2:13]1. The catalyst class is: 16. (7) Reactant: [Cl:1][C:2]1[CH:7]=[C:6]([Cl:8])[N:5]=[CH:4][N:3]=1.[Li+].[Cl-].C([Cu])#N.[CH2:14](Br)[CH:15]=[CH2:16]. Product: [CH2:16]([C:7]1[C:2]([Cl:1])=[N:3][CH:4]=[N:5][C:6]=1[Cl:8])[CH:15]=[CH2:14]. The catalyst class is: 1. (8) Product: [CH3:3][O:4][C:5]1[CH:6]=[C:7]2[C:11](=[CH:12][CH:13]=1)[N:10]([CH3:15])[C:9](=[O:14])[CH2:8]2. The catalyst class is: 11. Reactant: [H-].[Na+].[CH3:3][O:4][C:5]1[CH:6]=[C:7]2[C:11](=[CH:12][CH:13]=1)[NH:10][C:9](=[O:14])[CH2:8]2.[CH3:15]OS(OC)(=O)=O. (9) Reactant: [CH2:1]([O:3][C:4](=[O:24])[C:5]1[CH:10]=[C:9]([N:11]2[C:15]([CH3:16])=[CH:14][CH:13]=[C:12]2[C:17]2[CH:22]=[CH:21][CH:20]=[CH:19][C:18]=2[OH:23])[CH:8]=[N:7][CH:6]=1)[CH3:2].[Cl:25][C:26]1[CH:33]=[C:32]([F:34])[CH:31]=[CH:30][C:27]=1[CH2:28]Br.C(=O)([O-])[O-].[K+].[K+]. Product: [CH2:1]([O:3][C:4](=[O:24])[C:5]1[CH:10]=[C:9]([N:11]2[C:15]([CH3:16])=[CH:14][CH:13]=[C:12]2[C:17]2[CH:22]=[CH:21][CH:20]=[CH:19][C:18]=2[O:23][CH2:28][C:27]2[CH:30]=[CH:31][C:32]([F:34])=[CH:33][C:26]=2[Cl:25])[CH:8]=[N:7][CH:6]=1)[CH3:2]. The catalyst class is: 173. (10) Product: [CH2:27]([O:26][C:5]1[C:4]2[C:9](=[CH:10][CH:11]=[C:2]([C:36]3[O:37][CH:38]=[CH:39][CH:40]=3)[CH:3]=2)[C:8](=[O:12])[N:7]([CH2:13][CH:14]([CH3:16])[CH3:15])[C:6]=1[CH2:17][NH:18][C:19](=[O:25])[O:20][C:21]([CH3:23])([CH3:22])[CH3:24])[CH2:28][CH2:29][CH3:30]. The catalyst class is: 602. Reactant: Br[C:2]1[CH:3]=[C:4]2[C:9](=[CH:10][CH:11]=1)[C:8](=[O:12])[N:7]([CH2:13][CH:14]([CH3:16])[CH3:15])[C:6]([CH2:17][NH:18][C:19](=[O:25])[O:20][C:21]([CH3:24])([CH3:23])[CH3:22])=[C:5]2[O:26][CH2:27][CH2:28][CH2:29][CH3:30].C([Sn](CCCC)(CCCC)[C:36]1[O:37][CH:38]=[CH:39][CH:40]=1)CCC.O.